Dataset: Forward reaction prediction with 1.9M reactions from USPTO patents (1976-2016). Task: Predict the product of the given reaction. Given the reactants CS[C:3]1[CH:8]=[CH:7][C:6]([NH:9][C:10]2[N:15]=[C:14]([N:16]3[CH2:21][CH2:20][CH:19]([OH:22])[CH2:18][CH2:17]3)[CH:13]=[C:12]([C:23]3[CH:28]=[CH:27][CH:26]=[CH:25][CH:24]=3)[N:11]=2)=[CH:5][CH:4]=1.O[O:30][S:31]([O-:33])=O.[K+].[CH3:35]C(C)=O.O, predict the reaction product. The product is: [CH3:35][S:31]([C:3]1[CH:4]=[CH:5][C:6]([NH:9][C:10]2[N:15]=[C:14]([N:16]3[CH2:21][CH2:20][CH:19]([OH:22])[CH2:18][CH2:17]3)[CH:13]=[C:12]([C:23]3[CH:28]=[CH:27][CH:26]=[CH:25][CH:24]=3)[N:11]=2)=[CH:7][CH:8]=1)(=[O:33])=[O:30].